This data is from Forward reaction prediction with 1.9M reactions from USPTO patents (1976-2016). The task is: Predict the product of the given reaction. (1) Given the reactants [CH3:1][O:2][C:3](=[O:15])[CH2:4][CH2:5][S:6][CH2:7][C:8]1[CH:13]=[CH:12][C:11](Br)=[CH:10][CH:9]=1.[CH:16]1[C:24]2[C:23]3[CH:25]=[CH:26][CH:27]=[CH:28][C:22]=3[O:21][C:20]=2[C:19]([C:29]2[CH:34]=[CH:33][C:32](B(O)O)=[CH:31][CH:30]=2)=[CH:18][CH:17]=1.C([O-])([O-])=O.[K+].[K+], predict the reaction product. The product is: [CH3:1][O:2][C:3](=[O:15])[CH2:4][CH2:5][S:6][CH2:7][C:8]1[CH:13]=[CH:12][C:11]([C:32]2[CH:33]=[CH:34][C:29]([C:19]3[C:20]4[O:21][C:22]5[CH:28]=[CH:27][CH:26]=[CH:25][C:23]=5[C:24]=4[CH:16]=[CH:17][CH:18]=3)=[CH:30][CH:31]=2)=[CH:10][CH:9]=1. (2) Given the reactants [C:1]1([C@@H:7]([NH:9][C:10]2[CH2:15][CH2:14][CH2:13][CH2:12][C:11]=2[C:16]([O:18][CH2:19][CH3:20])=[O:17])[CH3:8])[CH:6]=[CH:5][CH:4]=[CH:3][CH:2]=1.C(O[BH3-])(=O)C.[Na+], predict the reaction product. The product is: [C:1]1([C@@H:7]([NH:9][C@H:10]2[CH2:15][CH2:14][CH2:13][CH2:12][C@H:11]2[C:16]([O:18][CH2:19][CH3:20])=[O:17])[CH3:8])[CH:2]=[CH:3][CH:4]=[CH:5][CH:6]=1. (3) Given the reactants [C:1]([C:3]1[N:8]=[C:7]([NH:9][C:10]2[CH:11]=[C:12]([CH:16]=[CH:17][N:18]=2)[C:13]([OH:15])=O)[CH:6]=[CH:5][CH:4]=1)#[N:2].[NH2:19][C:20]1[CH:21]=[C:22]([C:26]2[CH:33]=[CH:32][C:29]([C:30]#[N:31])=[CH:28][CH:27]=2)[CH:23]=[N:24][CH:25]=1.CCN(C(C)C)C(C)C.CCCP1(OP(CCC)(=O)OP(CCC)(=O)O1)=O.C(=O)(O)[O-].[Na+], predict the reaction product. The product is: [C:30]([C:29]1[CH:28]=[CH:27][C:26]([C:22]2[CH:21]=[C:20]([NH:19][C:13](=[O:15])[C:12]3[CH:16]=[CH:17][N:18]=[C:10]([NH:9][C:7]4[CH:6]=[CH:5][CH:4]=[C:3]([C:1]#[N:2])[N:8]=4)[CH:11]=3)[CH:25]=[N:24][CH:23]=2)=[CH:33][CH:32]=1)#[N:31].